This data is from Reaction yield outcomes from USPTO patents with 853,638 reactions. The task is: Predict the reaction yield, written as a fraction of the theoretical maximum amount of product (1.0 means a 100% yield; for example, 0.34 means a 34% yield). (1) The reactants are O[C:2]1[N:3]=[CH:4][C:5]([C:8]([O:10][CH3:11])=[O:9])=[N:6][CH:7]=1.C(Cl)(Cl)[Cl:13]. The catalyst is CN(C)C=O. The product is [Cl:13][C:2]1[N:3]=[CH:4][C:5]([C:8]([O:10][CH3:11])=[O:9])=[N:6][CH:7]=1. The yield is 0.810. (2) The reactants are Br[C:2]1[C:7]([CH:8]([CH3:10])[CH3:9])=[C:6]([O:11][CH3:12])[N:5]=[C:4]([CH3:13])[C:3]=1[CH2:14][CH:15]1[CH2:17][CH2:16]1.C([Li])CCC.[CH3:23][O:24][C:25](=[O:36])[C:26]1[CH:31]=[C:30]([CH:32]=[O:33])[CH:29]=[C:28]([C:34]#[N:35])[CH:27]=1.[NH4+].[Cl-]. The catalyst is C1COCC1. The product is [CH3:23][O:24][C:25](=[O:36])[C:26]1[CH:31]=[C:30]([CH:32]([C:2]2[C:7]([CH:8]([CH3:10])[CH3:9])=[C:6]([O:11][CH3:12])[N:5]=[C:4]([CH3:13])[C:3]=2[CH2:14][CH:15]2[CH2:17][CH2:16]2)[OH:33])[CH:29]=[C:28]([C:34]#[N:35])[CH:27]=1. The yield is 0.570. (3) The reactants are [C:1]([NH:5][C:6]1[CH:11]=[CH:10][C:9]([N+:12]([O-:14])=[O:13])=[CH:8][C:7]=1[C:15]#[C:16][Si](C)(C)C)([CH3:4])([CH3:3])[CH3:2].CCOC(C)=O. The catalyst is CN(C=O)C.[Cu]I. The product is [C:1]([N:5]1[C:6]2[C:7](=[CH:8][C:9]([N+:12]([O-:14])=[O:13])=[CH:10][CH:11]=2)[CH:15]=[CH:16]1)([CH3:4])([CH3:3])[CH3:2]. The yield is 0.930.